Dataset: Full USPTO retrosynthesis dataset with 1.9M reactions from patents (1976-2016). Task: Predict the reactants needed to synthesize the given product. (1) Given the product [ClH:1].[NH2:35][C@H:30]1[CH2:31][CH2:32][CH2:33][CH2:34][C@H:29]1[NH:28][C:3]1[C:2]([Cl:1])=[CH:7][C:6]([C:8]([NH2:10])=[O:9])=[C:5]([NH:20][C:21]2[CH:22]=[N:23][CH:24]=[C:25]([CH3:27])[CH:26]=2)[N:4]=1, predict the reactants needed to synthesize it. The reactants are: [Cl:1][C:2]1[C:3]([NH:28][C@H:29]2[CH2:34][CH2:33][CH2:32][CH2:31][C@H:30]2[NH:35]C(=O)OC(C)(C)C)=[N:4][C:5]([NH:20][C:21]2[CH:22]=[N:23][CH:24]=[C:25]([CH3:27])[CH:26]=2)=[C:6]([C:8]([NH:10]C(C2C=CC=CC=2)(C)C)=[O:9])[CH:7]=1.C(O)(C(F)(F)F)=O. (2) Given the product [Cr:8].[P:11]([O:23][CH2:24][C@H:25]1[O:29][C@@H:28]([N:30]2[C:39]3[N:38]=[CH:37][N:36]=[C:34]([NH2:35])[C:33]=3[N:32]=[CH:31]2)[C@H:27]([OH:40])[C@@H:26]1[OH:41])([O:14][P:15]([O:18][P:19]([OH:21])([OH:22])=[O:20])([OH:17])=[O:16])(=[O:12])[OH:13], predict the reactants needed to synthesize it. The reactants are: O.O.O.O.O.O.[Cl-].[Cr+3:8].[Cl-].[Cl-].[P:11]([O:23][CH2:24][C@H:25]1[O:29][C@@H:28]([N:30]2[C:39]3[N:38]=[CH:37][N:36]=[C:34]([NH2:35])[C:33]=3[N:32]=[CH:31]2)[C@H:27]([OH:40])[C@@H:26]1[OH:41])([O:14][P:15]([O:18][P:19]([OH:22])([OH:21])=[O:20])([OH:17])=[O:16])(=[O:13])[OH:12]. (3) Given the product [CH2:17]([N:16]([CH2:19][CH3:20])[C:14]([C:4]1[CH:3]=[C:2]([C:26]2[CH:27]=[CH:28][C:23]([O:22][CH3:21])=[CH:24][CH:25]=2)[C:11]2[C:6](=[CH:7][CH:8]=[CH:9][CH:10]=2)[C:5]=1[O:12][CH3:13])=[O:15])[CH3:18], predict the reactants needed to synthesize it. The reactants are: Br[C:2]1[C:11]2[C:6](=[CH:7][CH:8]=[CH:9][CH:10]=2)[C:5]([O:12][CH3:13])=[C:4]([C:14]([N:16]([CH2:19][CH3:20])[CH2:17][CH3:18])=[O:15])[CH:3]=1.[CH3:21][O:22][C:23]1[CH:28]=[CH:27][C:26](B(O)O)=[CH:25][CH:24]=1.C([O-])([O-])=O.[Na+].[Na+]. (4) Given the product [Cl:43][C:44]1[CH:45]=[C:46]2[C:51](=[CH:52][C:53]=1[C:54]([NH:7][CH2:6][C:5]1[CH:8]=[CH:9][C:2]([Cl:1])=[CH:3][CH:4]=1)=[O:55])[NH:50][C:49](=[S:57])[N:48]([C:58]1[CH:63]=[CH:62][C:61]([O:64][CH3:65])=[C:60]([O:66][CH3:67])[N:59]=1)[C:47]2=[O:68], predict the reactants needed to synthesize it. The reactants are: [Cl:1][C:2]1[CH:9]=[CH:8][C:5]([CH2:6][NH2:7])=[CH:4][CH:3]=1.CN(C(ON1N=NC2C=CC=NC1=2)=[N+](C)C)C.F[P-](F)(F)(F)(F)F.CCN(C(C)C)C(C)C.[Cl:43][C:44]1[CH:45]=[C:46]2[C:51](=[CH:52][C:53]=1[C:54](O)=[O:55])[NH:50][C:49](=[S:57])[N:48]([C:58]1[CH:63]=[CH:62][C:61]([O:64][CH3:65])=[C:60]([O:66][CH3:67])[N:59]=1)[C:47]2=[O:68]. (5) Given the product [CH3:1][O:2][C:3]([C:5]1[CH:13]=[CH:12][C:8]2[N:9]([CH3:16])[N:10]=[N:11][C:7]=2[CH:6]=1)=[O:4], predict the reactants needed to synthesize it. The reactants are: [CH3:1][O:2][C:3]([C:5]1[CH2:6][C:7]2[C:8](=[CH:12][CH:13]=1)[N:9]=[N:10][N:11]=2)=[O:4].[H-].[Na+].[CH3:16]I. (6) Given the product [Cl:18][C:19]1[C:24]([CH2:25][NH:26][C:2]2[C:3]3[CH2:10][N:9]([C:11]([O:13][C:14]([CH3:17])([CH3:16])[CH3:15])=[O:12])[CH2:8][C:4]=3[N:5]=[CH:6][N:7]=2)=[C:23]([F:27])[C:22]([O:28][CH3:29])=[CH:21][CH:20]=1, predict the reactants needed to synthesize it. The reactants are: Cl[C:2]1[C:3]2[CH2:10][N:9]([C:11]([O:13][C:14]([CH3:17])([CH3:16])[CH3:15])=[O:12])[CH2:8][C:4]=2[N:5]=[CH:6][N:7]=1.[Cl:18][C:19]1[C:24]([CH2:25][NH2:26])=[C:23]([F:27])[C:22]([O:28][CH3:29])=[CH:21][CH:20]=1.CCN(C(C)C)C(C)C.C(N(C(C)C)C(C)C)C.